Dataset: Forward reaction prediction with 1.9M reactions from USPTO patents (1976-2016). Task: Predict the product of the given reaction. (1) Given the reactants [CH3:1][NH:2][CH2:3][CH2:4][N:5]1[CH2:10][CH2:9][O:8][CH2:7][CH2:6]1.C(N(CC)CC)C.Cl[C:19]([C:21]1[CH:22]=[C:23]([CH:28]=[CH:29][CH:30]=1)[C:24]([O:26][CH3:27])=[O:25])=[O:20], predict the reaction product. The product is: [CH3:1][N:2]([CH2:3][CH2:4][N:5]1[CH2:10][CH2:9][O:8][CH2:7][CH2:6]1)[C:19]([C:21]1[CH:22]=[C:23]([CH:28]=[CH:29][CH:30]=1)[C:24]([O:26][CH3:27])=[O:25])=[O:20]. (2) Given the reactants C(N1C=CN=C1)(N1C=CN=C1)=O.[C:13]([O:17][C:18]([NH:20][CH2:21][CH2:22][CH2:23][CH2:24][C:25]1[CH:33]=[CH:32][C:28]([C:29]([OH:31])=O)=[CH:27][CH:26]=1)=[O:19])([CH3:16])([CH3:15])[CH3:14].[CH2:34]([CH2:36][NH2:37])[OH:35], predict the reaction product. The product is: [C:13]([O:17][C:18](=[O:19])[NH:20][CH2:21][CH2:22][CH2:23][CH2:24][C:25]1[CH:26]=[CH:27][C:28]([C:29](=[O:31])[NH:37][CH2:36][CH2:34][OH:35])=[CH:32][CH:33]=1)([CH3:14])([CH3:15])[CH3:16]. (3) Given the reactants [CH:1]([N:4]1[CH2:9][CH2:8][N:7]([C:10]([C:12]2[CH:13]=[C:14]3[C:18](=[CH:19][CH:20]=2)[NH:17][C:16]([C:21]([N:23]2[CH2:28][CH2:27][N:26]([S:29](C)(=[O:31])=[O:30])[CH2:25][CH2:24]2)=[O:22])=[CH:15]3)=[O:11])[CH2:6][CH2:5]1)([CH3:3])[CH3:2].[N:33]1(S(N2CCNCC2)(=O)=O)[CH2:38][CH2:37][CH2:36][CH2:35][CH2:34]1, predict the reaction product. The product is: [CH:1]([N:4]1[CH2:9][CH2:8][N:7]([C:10]([C:12]2[CH:13]=[C:14]3[C:18](=[CH:19][CH:20]=2)[NH:17][C:16]([C:21]([N:23]2[CH2:28][CH2:27][N:26]([S:29]([N:33]4[CH2:38][CH2:37][CH2:36][CH2:35][CH2:34]4)(=[O:31])=[O:30])[CH2:25][CH2:24]2)=[O:22])=[CH:15]3)=[O:11])[CH2:6][CH2:5]1)([CH3:3])[CH3:2].